Dataset: Forward reaction prediction with 1.9M reactions from USPTO patents (1976-2016). Task: Predict the product of the given reaction. (1) Given the reactants Br[C:2]1[CH:3]=[C:4]([CH2:8][CH2:9][CH2:10][CH2:11][O:12][CH2:13][CH2:14][CH2:15][CH2:16][CH2:17][CH2:18][N:19]2[CH2:23][C@@H:22]([C:24]3[CH:35]=[CH:34][C:27]4[O:28][C:29]([CH3:33])([CH3:32])[O:30][CH2:31][C:26]=4[CH:25]=3)[O:21][C:20]2=[O:36])[CH:5]=[CH:6][CH:7]=1.[CH3:37][NH:38][S:39]([CH:42]=[CH2:43])(=[O:41])=[O:40].C1(C)C=CC=CC=1P(C1C=CC=CC=1C)C1C=CC=CC=1C.C(N(CC)CC)C, predict the reaction product. The product is: [CH3:32][C:29]1([CH3:33])[O:28][C:27]2[CH:34]=[CH:35][C:24]([C@H:22]3[O:21][C:20](=[O:36])[N:19]([CH2:18][CH2:17][CH2:16][CH2:15][CH2:14][CH2:13][O:12][CH2:11][CH2:10][CH2:9][CH2:8][C:4]4[CH:3]=[C:2](/[CH:43]=[CH:42]/[S:39]([NH:38][CH3:37])(=[O:41])=[O:40])[CH:7]=[CH:6][CH:5]=4)[CH2:23]3)=[CH:25][C:26]=2[CH2:31][O:30]1. (2) Given the reactants [C:1]([OH:9])(=O)[C:2]1[CH:7]=[CH:6][CH:5]=[CH:4][CH:3]=1.Cl.[NH2:11][CH2:12][C:13]1[CH:23]=[CH:22][C:21]([C:24]#[N:25])=[CH:20][C:14]=1[O:15][CH2:16][C:17]([NH2:19])=[O:18], predict the reaction product. The product is: [C:17]([CH2:16][O:15][C:14]1[CH:20]=[C:21]([C:24]#[N:25])[CH:22]=[CH:23][C:13]=1[CH2:12][NH:11][C:1](=[O:9])[C:2]1[CH:3]=[CH:4][CH:5]=[CH:6][CH:7]=1)(=[O:18])[NH2:19]. (3) Given the reactants Cl[C:2]1[N:3]=[C:4]([N:18]2[CH2:23][CH2:22][O:21][CH2:20][C@@H:19]2[CH3:24])[C:5]2[CH2:10][N:9]([C:11]([O:13][C:14]([CH3:17])([CH3:16])[CH3:15])=[O:12])[CH2:8][C:6]=2[N:7]=1.[CH:25]1([NH:28][C:29]([NH:31][C:32]2[CH:37]=[CH:36][C:35](B3OC(C)(C)C(C)(C)O3)=[CH:34][CH:33]=2)=[O:30])[CH2:27][CH2:26]1, predict the reaction product. The product is: [CH:25]1([NH:28][C:29](=[O:30])[NH:31][C:32]2[CH:33]=[CH:34][C:35]([C:2]3[N:3]=[C:4]([N:18]4[CH2:23][CH2:22][O:21][CH2:20][C@@H:19]4[CH3:24])[C:5]4[CH2:10][N:9]([C:11]([O:13][C:14]([CH3:17])([CH3:16])[CH3:15])=[O:12])[CH2:8][C:6]=4[N:7]=3)=[CH:36][CH:37]=2)[CH2:27][CH2:26]1. (4) Given the reactants [CH3:1][O:2][C:3]1[CH:8]=[C:7]([O:9][CH3:10])[CH:6]=[CH:5][C:4]=1[C:11](=[O:13])[CH3:12].[H-].[Na+].[C:16](=O)([O:19]C)[O:17][CH3:18], predict the reaction product. The product is: [CH3:1][O:2][C:3]1[CH:8]=[C:7]([O:9][CH3:10])[CH:6]=[CH:5][C:4]=1[C:11](=[O:13])[CH2:12][C:16]([O:17][CH3:18])=[O:19]. (5) Given the reactants [CH2:1]([O:3][C:4](=[O:23])[CH2:5][C@@H:6]([NH:13][C:14]1[C:19]([NH2:20])=[CH:18][CH:17]=[C:16]([C:21]#[N:22])[N:15]=1)[C:7]1[CH:12]=[CH:11][CH:10]=[CH:9][CH:8]=1)[CH3:2].C1N=CN([C:29](N2C=NC=C2)=[O:30])C=1.C1CCN2C(=NCCC2)CC1, predict the reaction product. The product is: [CH2:1]([O:3][C:4](=[O:23])[CH2:5][C@@H:6]([N:13]1[C:14]2=[N:15][C:16]([C:21]#[N:22])=[CH:17][CH:18]=[C:19]2[NH:20][C:29]1=[O:30])[C:7]1[CH:8]=[CH:9][CH:10]=[CH:11][CH:12]=1)[CH3:2].